From a dataset of NCI-60 drug combinations with 297,098 pairs across 59 cell lines. Regression. Given two drug SMILES strings and cell line genomic features, predict the synergy score measuring deviation from expected non-interaction effect. (1) Drug 1: CC1=CC2C(CCC3(C2CCC3(C(=O)C)OC(=O)C)C)C4(C1=CC(=O)CC4)C. Drug 2: COCCOC1=C(C=C2C(=C1)C(=NC=N2)NC3=CC=CC(=C3)C#C)OCCOC.Cl. Cell line: RXF 393. Synergy scores: CSS=5.03, Synergy_ZIP=1.19, Synergy_Bliss=4.75, Synergy_Loewe=-4.12, Synergy_HSA=0.546. (2) Drug 1: CC1=CC2C(CCC3(C2CCC3(C(=O)C)OC(=O)C)C)C4(C1=CC(=O)CC4)C. Drug 2: C1C(C(OC1N2C=C(C(=O)NC2=O)F)CO)O. Cell line: A549. Synergy scores: CSS=46.1, Synergy_ZIP=-1.01, Synergy_Bliss=-2.57, Synergy_Loewe=-14.7, Synergy_HSA=1.39. (3) Drug 1: C(CC(=O)O)C(=O)CN.Cl. Drug 2: C1CN(P(=O)(OC1)NCCCl)CCCl. Cell line: MDA-MB-435. Synergy scores: CSS=4.27, Synergy_ZIP=2.35, Synergy_Bliss=8.33, Synergy_Loewe=0.633, Synergy_HSA=2.13. (4) Drug 1: C1CN1P(=S)(N2CC2)N3CC3. Drug 2: C1CN1C2=NC(=NC(=N2)N3CC3)N4CC4. Cell line: SR. Synergy scores: CSS=79.7, Synergy_ZIP=0.0581, Synergy_Bliss=0.340, Synergy_Loewe=-3.55, Synergy_HSA=1.43. (5) Drug 1: CC1OCC2C(O1)C(C(C(O2)OC3C4COC(=O)C4C(C5=CC6=C(C=C35)OCO6)C7=CC(=C(C(=C7)OC)O)OC)O)O. Drug 2: CC(C)CN1C=NC2=C1C3=CC=CC=C3N=C2N. Cell line: NCI-H460. Synergy scores: CSS=35.4, Synergy_ZIP=-1.50, Synergy_Bliss=-3.84, Synergy_Loewe=-12.0, Synergy_HSA=-3.69. (6) Drug 1: CC(C1=C(C=CC(=C1Cl)F)Cl)OC2=C(N=CC(=C2)C3=CN(N=C3)C4CCNCC4)N. Drug 2: CC1C(C(=O)NC(C(=O)N2CCCC2C(=O)N(CC(=O)N(C(C(=O)O1)C(C)C)C)C)C(C)C)NC(=O)C3=C4C(=C(C=C3)C)OC5=C(C(=O)C(=C(C5=N4)C(=O)NC6C(OC(=O)C(N(C(=O)CN(C(=O)C7CCCN7C(=O)C(NC6=O)C(C)C)C)C)C(C)C)C)N)C. Cell line: MDA-MB-435. Synergy scores: CSS=18.2, Synergy_ZIP=10.3, Synergy_Bliss=18.4, Synergy_Loewe=14.3, Synergy_HSA=15.1. (7) Drug 1: CC=C1C(=O)NC(C(=O)OC2CC(=O)NC(C(=O)NC(CSSCCC=C2)C(=O)N1)C(C)C)C(C)C. Drug 2: CNC(=O)C1=NC=CC(=C1)OC2=CC=C(C=C2)NC(=O)NC3=CC(=C(C=C3)Cl)C(F)(F)F. Cell line: MCF7. Synergy scores: CSS=52.0, Synergy_ZIP=0.800, Synergy_Bliss=0.141, Synergy_Loewe=-74.0, Synergy_HSA=-0.935. (8) Drug 1: C1=C(C(=O)NC(=O)N1)N(CCCl)CCCl. Drug 2: CS(=O)(=O)CCNCC1=CC=C(O1)C2=CC3=C(C=C2)N=CN=C3NC4=CC(=C(C=C4)OCC5=CC(=CC=C5)F)Cl. Cell line: OVCAR-5. Synergy scores: CSS=25.1, Synergy_ZIP=0.766, Synergy_Bliss=6.04, Synergy_Loewe=1.69, Synergy_HSA=5.62. (9) Drug 1: C1=C(C(=O)NC(=O)N1)N(CCCl)CCCl. Drug 2: C(CC(=O)O)C(=O)CN.Cl. Cell line: HCT-15. Synergy scores: CSS=37.0, Synergy_ZIP=1.13, Synergy_Bliss=2.26, Synergy_Loewe=-9.17, Synergy_HSA=1.58.